This data is from Full USPTO retrosynthesis dataset with 1.9M reactions from patents (1976-2016). The task is: Predict the reactants needed to synthesize the given product. Given the product [Br:1][C:2]1[N:3]=[C:4]([CH:12]2[CH2:15][CH2:14][CH2:13]2)[N:5]2[CH:10]=[CH:9][N:8]=[C:7]([NH2:16])[C:6]=12, predict the reactants needed to synthesize it. The reactants are: [Br:1][C:2]1[N:3]=[C:4]([CH:12]2[CH2:15][CH2:14][CH2:13]2)[N:5]2[CH:10]=[CH:9][N:8]=[C:7](Cl)[C:6]=12.[NH3:16].O.